From a dataset of Forward reaction prediction with 1.9M reactions from USPTO patents (1976-2016). Predict the product of the given reaction. (1) Given the reactants C1(C2C3C(=CC(C(O)=O)=CC=3)N(CC3C=CN=CC=3)C=2C2C=C3C(=CC=2)N=C(C2SC(C)=NC=2C)C=C3)CCCCC1.C[O:44][C:45]([C:47]1[CH:55]=[C:54]2[C:50]([C:51]([CH:73]3[CH2:78][CH2:77][CH2:76][CH2:75][CH2:74]3)=[C:52]([C:56]3[CH:57]=[C:58]4[C:63](=[CH:64][CH:65]=3)[N:62]=[C:61]([C:66]3[S:70][C:69]([CH3:71])=[N:68][C:67]=3[CH3:72])[CH:60]=[CH:59]4)[NH:53]2)=[CH:49][CH:48]=1)=[O:46].[H-].[Na+].Br[CH2:82][C:83]1[CH:88]=[CH:87][CH:86]=[C:85]([O:89][CH3:90])[CH:84]=1, predict the reaction product. The product is: [CH:73]1([C:51]2[C:50]3[C:54](=[CH:55][C:47]([C:45]([OH:44])=[O:46])=[CH:48][CH:49]=3)[N:53]([CH2:82][C:83]3[CH:88]=[CH:87][CH:86]=[C:85]([O:89][CH3:90])[CH:84]=3)[C:52]=2[C:56]2[CH:57]=[C:58]3[C:63](=[CH:64][CH:65]=2)[N:62]=[C:61]([C:66]2[S:70][C:69]([CH3:71])=[N:68][C:67]=2[CH3:72])[CH:60]=[CH:59]3)[CH2:74][CH2:75][CH2:76][CH2:77][CH2:78]1. (2) Given the reactants C([O:3][C:4](=[O:31])[C:5]1[CH:10]=[C:9]([C:11]2[CH:16]=[CH:15][CH:14]=[C:13]([CH:17]=[O:18])[CH:12]=2)[C:8]([O:19][CH2:20][O:21][CH3:22])=[C:7]([C:23]2[CH:28]=[CH:27][CH:26]=[C:25]([CH:29]=[O:30])[CH:24]=2)[CH:6]=1)C.CO.[OH-].[K+], predict the reaction product. The product is: [CH:17]([C:13]1[CH:12]=[C:11]([C:9]2[CH:10]=[C:5]([CH:6]=[C:7]([C:23]3[CH:28]=[CH:27][CH:26]=[C:25]([CH:29]=[O:30])[CH:24]=3)[C:8]=2[O:19][CH2:20][O:21][CH3:22])[C:4]([OH:31])=[O:3])[CH:16]=[CH:15][CH:14]=1)=[O:18]. (3) Given the reactants [Cl:1][C:2]1[CH:3]=[C:4]([C:12]([OH:14])=O)[CH:5]=[N:6][C:7]=1[O:8][CH:9]([CH3:11])[CH3:10].[CH:15]1C=CC2N(O)N=NC=2[CH:20]=1.CCN=C=NCCCN(C)C.O[NH:37]/[C:38](=[N:54]\[H])/[C:39]1[CH:44]=[CH:43][N:42]=[C:41]2[N:45]([CH2:48][CH2:49][CH2:50][C:51]([O-:53])=[O:52])[CH:46]=[CH:47][C:40]=12.CCCC[N+](CCCC)(CCCC)CCCC.[F-], predict the reaction product. The product is: [Cl:1][C:2]1[CH:3]=[C:4]([C:12]2[O:14][N:54]=[C:38]([C:39]3[CH:44]=[CH:43][N:42]=[C:41]4[N:45]([CH2:48][CH2:49][CH2:50][C:51]([O:53][CH2:15][CH3:20])=[O:52])[CH:46]=[CH:47][C:40]=34)[N:37]=2)[CH:5]=[N:6][C:7]=1[O:8][CH:9]([CH3:10])[CH3:11]. (4) Given the reactants [I:1][C:2]1[CH:7]=[CH:6][N:5]=[C:4]2[NH:8][N:9]=[C:10]([CH:11]([CH3:13])[CH3:12])[C:3]=12.C(=O)([O-])[O-].[Cs+].[Cs+].F[C:21]1[CH:28]=[CH:27][C:24]([C:25]#[N:26])=[CH:23][C:22]=1[CH:29]=[O:30].C(Cl)(Cl)Cl, predict the reaction product. The product is: [CH:29]([C:22]1[CH:23]=[C:24]([CH:27]=[CH:28][C:21]=1[N:8]1[C:4]2=[N:5][CH:6]=[CH:7][C:2]([I:1])=[C:3]2[C:10]([CH:11]([CH3:13])[CH3:12])=[N:9]1)[C:25]#[N:26])=[O:30]. (5) Given the reactants [CH2:1]([S:8][C:9]1[CH:10]=[C:11]2[C:16](=[CH:17][CH:18]=1)[CH:15]([C:19]1[CH:24]=[CH:23][C:22]([C:25]([F:28])([F:27])[F:26])=[CH:21][C:20]=1[O:29][CH3:30])[NH:14][CH2:13][CH2:12]2)[C:2]1[CH:7]=[CH:6][CH:5]=[CH:4][CH:3]=1.[C:31](O[C:31]([O:33][C:34]([CH3:37])([CH3:36])[CH3:35])=[O:32])([O:33][C:34]([CH3:37])([CH3:36])[CH3:35])=[O:32].C(N(CC)CC)C.CN(C1C=CC=CN=1)C, predict the reaction product. The product is: [CH2:1]([S:8][C:9]1[CH:10]=[C:11]2[C:16](=[CH:17][CH:18]=1)[CH:15]([C:19]1[CH:24]=[CH:23][C:22]([C:25]([F:28])([F:27])[F:26])=[CH:21][C:20]=1[O:29][CH3:30])[N:14]([C:31]([O:33][C:34]([CH3:37])([CH3:36])[CH3:35])=[O:32])[CH2:13][CH2:12]2)[C:2]1[CH:7]=[CH:6][CH:5]=[CH:4][CH:3]=1. (6) Given the reactants [F:1][C:2]1[C:7]2[N:8]=[N:9][S:10][C:6]=2[CH:5]=[C:4]([C:11]([O:13]C)=[O:12])[C:3]=1[NH:15][C:16]1[CH:21]=[CH:20][C:19]([Br:22])=[CH:18][C:17]=1[Cl:23].[Li+].[OH-].Cl, predict the reaction product. The product is: [F:1][C:2]1[C:7]2[N:8]=[N:9][S:10][C:6]=2[CH:5]=[C:4]([C:11]([OH:13])=[O:12])[C:3]=1[NH:15][C:16]1[CH:21]=[CH:20][C:19]([Br:22])=[CH:18][C:17]=1[Cl:23].